From a dataset of Forward reaction prediction with 1.9M reactions from USPTO patents (1976-2016). Predict the product of the given reaction. (1) The product is: [CH3:45][NH:46][C:2]1[CH:3]=[C:4]([C:11]2[S:15][C:14]([N:16]([C:38]([O:40][C:41]([CH3:44])([CH3:42])[CH3:43])=[O:39])[CH2:17][C@@H:18]([NH:30][C:31](=[O:37])[O:32][C:33]([CH3:36])([CH3:34])[CH3:35])[CH2:19][C:20]3[CH:21]=[CH:22][C:23]([C:26]([F:29])([F:27])[F:28])=[CH:24][CH:25]=3)=[N:13][N:12]=2)[CH:5]=[CH:6][C:7]=1[N+:8]([O-:10])=[O:9]. Given the reactants F[C:2]1[CH:3]=[C:4]([C:11]2[S:15][C:14]([N:16]([C:38]([O:40][C:41]([CH3:44])([CH3:43])[CH3:42])=[O:39])[CH2:17][C@@H:18]([NH:30][C:31](=[O:37])[O:32][C:33]([CH3:36])([CH3:35])[CH3:34])[CH2:19][C:20]3[CH:25]=[CH:24][C:23]([C:26]([F:29])([F:28])[F:27])=[CH:22][CH:21]=3)=[N:13][N:12]=2)[CH:5]=[CH:6][C:7]=1[N+:8]([O-:10])=[O:9].[CH3:45][NH2:46].CCOC(C)=O, predict the reaction product. (2) Given the reactants Br[C:2]1[CH:7]=[CH:6][N:5]=[C:4]([NH2:8])[CH:3]=1.[CH:9]1([N:12]2[CH2:17][C:16]3([CH2:22][CH2:21][N:20]([S:23]([C:26]4[CH:31]=[CH:30][C:29](B5OC(C)(C)C(C)(C)O5)=[CH:28][CH:27]=4)(=[O:25])=[O:24])[CH2:19][CH2:18]3)[O:15][CH2:14][C:13]2=[O:41])[CH2:11][CH2:10]1, predict the reaction product. The product is: [NH2:8][C:4]1[CH:3]=[C:2]([C:29]2[CH:30]=[CH:31][C:26]([S:23]([N:20]3[CH2:21][CH2:22][C:16]4([O:15][CH2:14][C:13](=[O:41])[N:12]([CH:9]5[CH2:10][CH2:11]5)[CH2:17]4)[CH2:18][CH2:19]3)(=[O:25])=[O:24])=[CH:27][CH:28]=2)[CH:7]=[CH:6][N:5]=1. (3) Given the reactants [F:1][C:2]([F:24])([F:23])[C:3]([NH:5][CH:6]1[CH2:12][CH2:11][CH2:10][N:9]([C:13]2[N:17]([CH3:18])[N:16]=[CH:15][C:14]=2[N+:19]([O-])=O)[CH2:8][CH:7]1[F:22])=[O:4].C([O-])=O.[NH4+], predict the reaction product. The product is: [NH2:19][C:14]1[CH:15]=[N:16][N:17]([CH3:18])[C:13]=1[N:9]1[CH2:10][CH2:11][CH2:12][CH:6]([NH:5][C:3](=[O:4])[C:2]([F:1])([F:23])[F:24])[CH:7]([F:22])[CH2:8]1. (4) Given the reactants [Cl:1][C:2]1[C:7]([CH:8]=[O:9])=[C:6]([OH:10])[CH:5]=[C:4]([OH:11])[CH:3]=1.[O:12]1[CH:17]=[CH:16][CH2:15][CH2:14][CH2:13]1, predict the reaction product. The product is: [Cl:1][C:2]1[C:7]([CH:8]=[O:9])=[C:6]([OH:10])[CH:5]=[C:4]([O:11][CH:13]2[CH2:14][CH2:15][CH2:16][CH2:17][O:12]2)[CH:3]=1. (5) Given the reactants [C:1]([NH:9][C:10]1[C:19]2[C:14](=[CH:15][CH:16]=[CH:17][CH:18]=2)[C:13]([S:20](Cl)(=[O:22])=[O:21])=[CH:12][CH:11]=1)(=[O:8])[C:2]1[CH:7]=[CH:6][CH:5]=[CH:4][CH:3]=1.C(N(CC)CC)C.[CH3:31][O:32][C:33]1[CH:38]=[CH:37][CH:36]=[C:35]([NH2:39])[CH:34]=1, predict the reaction product. The product is: [CH3:31][O:32][C:33]1[CH:34]=[C:35]([NH:39][S:20]([C:13]2[C:14]3[C:19](=[CH:18][CH:17]=[CH:16][CH:15]=3)[C:10]([NH:9][C:1](=[O:8])[C:2]3[CH:7]=[CH:6][CH:5]=[CH:4][CH:3]=3)=[CH:11][CH:12]=2)(=[O:22])=[O:21])[CH:36]=[CH:37][CH:38]=1. (6) Given the reactants [NH2:1][CH2:2][CH2:3][C:4]1[CH:9]=[CH:8][C:7]([C:10]2[CH:15]=[CH:14][C:13]([CH:16]([CH3:25])[CH2:17][NH:18][S:19]([CH:22]([CH3:24])[CH3:23])(=[O:21])=[O:20])=[CH:12][CH:11]=2)=[CH:6][CH:5]=1.[CH3:26][O:27][C:28]1[CH:36]=[CH:35][CH:34]=[CH:33][C:29]=1[C:30](Cl)=[O:31], predict the reaction product. The product is: [CH3:26][O:27][C:28]1[CH:36]=[CH:35][CH:34]=[CH:33][C:29]=1[C:30]([NH:1][CH2:2][CH2:3][C:4]1[CH:5]=[CH:6][C:7]([C:10]2[CH:15]=[CH:14][C:13]([CH:16]([CH3:25])[CH2:17][NH:18][S:19]([CH:22]([CH3:24])[CH3:23])(=[O:21])=[O:20])=[CH:12][CH:11]=2)=[CH:8][CH:9]=1)=[O:31]. (7) Given the reactants [NH2:1][CH:2]([C:4]1[C:9]([C:10]2[CH:15]=[CH:14][CH:13]=[CH:12][CH:11]=2)=[N:8][N:7]([CH2:16][C:17]2[CH:22]=[CH:21][CH:20]=[CH:19][CH:18]=2)[C:6](=[O:23])[CH:5]=1)[CH3:3].Br[C:25]1[N:33]=[CH:32][N:31]=[C:30]2[C:26]=1[NH:27][CH:28]=[N:29]2.CCN(C(C)C)C(C)C, predict the reaction product. The product is: [CH2:16]([N:7]1[C:6](=[O:23])[CH:5]=[C:4]([CH:2]([NH:1][C:25]2[N:33]=[CH:32][N:31]=[C:30]3[C:26]=2[N:27]=[CH:28][NH:29]3)[CH3:3])[C:9]([C:10]2[CH:15]=[CH:14][CH:13]=[CH:12][CH:11]=2)=[N:8]1)[C:17]1[CH:22]=[CH:21][CH:20]=[CH:19][CH:18]=1.